This data is from Reaction yield outcomes from USPTO patents with 853,638 reactions. The task is: Predict the reaction yield, written as a fraction of the theoretical maximum amount of product (1.0 means a 100% yield; for example, 0.34 means a 34% yield). (1) The reactants are [C:1]([O:4][C@H:5]1[C@@H:9]([O:10][C:11](=[O:13])[CH3:12])[C@H:8]([N:14]2[CH:22]=[N:21][C:20]3[C:15]2=[N:16][C:17]([Cl:24])=[N:18][C:19]=3Cl)[O:7][C@@H:6]1[CH2:25][S:26][CH2:27][CH2:28][CH:29]([NH:34][C:35]([O:37][CH2:38][CH:39]1[C:51]2[CH:50]=[CH:49][CH:48]=[CH:47][C:46]=2[C:45]2[C:40]1=[CH:41][CH:42]=[CH:43][CH:44]=2)=[O:36])[C:30]([O:32][CH3:33])=[O:31])(=[O:3])[CH3:2].[C:52]([NH:59][CH2:60][CH2:61][NH2:62])([O:54][C:55]([CH3:58])([CH3:57])[CH3:56])=[O:53].C(N(CC)CC)C. The catalyst is C(O)C.ClCCCl.C(Cl)Cl. The product is [C:1]([O:4][C@H:5]1[C@@H:9]([O:10][C:11](=[O:13])[CH3:12])[C@H:8]([N:14]2[CH:22]=[N:21][C:20]3[C:15]2=[N:16][C:17]([Cl:24])=[N:18][C:19]=3[NH:62][CH2:61][CH2:60][NH:59][C:52]([O:54][C:55]([CH3:58])([CH3:57])[CH3:56])=[O:53])[O:7][C@@H:6]1[CH2:25][S:26][CH2:27][CH2:28][CH:29]([NH:34][C:35]([O:37][CH2:38][CH:39]1[C:51]2[CH:50]=[CH:49][CH:48]=[CH:47][C:46]=2[C:45]2[C:40]1=[CH:41][CH:42]=[CH:43][CH:44]=2)=[O:36])[C:30]([O:32][CH3:33])=[O:31])(=[O:3])[CH3:2]. The yield is 0.748. (2) The reactants are [OH:1][C:2]12[C:13]3[C:8](=[CH:9][CH:10]=[CH:11][CH:12]=3)[C:7](=O)[C:6]1([OH:15])[C:5]1[CH:16]=[CH:17][C:18]([CH:20]([CH3:22])[CH3:21])=[CH:19][C:4]=1[O:3]2.O.[NH2:24][NH2:25]. The catalyst is C1(C)C=CC=CC=1. The product is [N:24](=[C:7]1[C:6]2([OH:15])[C:2]([OH:1])([O:3][C:4]3[CH:19]=[C:18]([CH:20]([CH3:22])[CH3:21])[CH:17]=[CH:16][C:5]=32)[C:13]2[C:8]1=[CH:9][CH:10]=[CH:11][CH:12]=2)[NH2:25]. The yield is 0.0100.